From a dataset of Full USPTO retrosynthesis dataset with 1.9M reactions from patents (1976-2016). Predict the reactants needed to synthesize the given product. (1) Given the product [CH2:3]([N:10]1[CH2:11][C:12]2[C:21]3=[C:16]([C:17](=[O:33])[C:18]([C:22]([NH:24][CH2:25][C:26]4[CH:31]=[CH:30][C:29]([Cl:32])=[CH:28][CH:27]=4)=[O:23])=[CH:19][N:20]3[CH2:1]1)[CH:15]=[C:14]([CH2:34][N:35]1[CH2:36][CH2:37][O:38][CH2:39][CH2:40]1)[CH:13]=2)[C:4]1[CH:5]=[CH:6][CH:7]=[CH:8][CH:9]=1, predict the reactants needed to synthesize it. The reactants are: [CH2:1]=O.[CH2:3]([NH:10][CH2:11][C:12]1[CH:13]=[C:14]([CH2:34][N:35]2[CH2:40][CH2:39][O:38][CH2:37][CH2:36]2)[CH:15]=[C:16]2[C:21]=1[N:20]=[CH:19][C:18]([C:22]([NH:24][CH2:25][C:26]1[CH:31]=[CH:30][C:29]([Cl:32])=[CH:28][CH:27]=1)=[O:23])=[C:17]2[OH:33])[C:4]1[CH:9]=[CH:8][CH:7]=[CH:6][CH:5]=1. (2) Given the product [CH3:12][C:4]1[C:5]2[C:6](=[N:7][O:8][N:9]=2)[CH:10]=[CH:11][C:3]=1[OH:2], predict the reactants needed to synthesize it. The reactants are: C[O:2][C:3]1[CH:11]=[CH:10][C:6]2=[N:7][O:8][N:9]=[C:5]2[C:4]=1[CH3:12].B(Br)(Br)Br. (3) Given the product [NH:8]1[CH2:13][CH2:12][C:11]2([CH2:22][C:21]3[C:16](=[CH:17][CH:18]=[CH:19][CH:20]=3)[O:15][CH2:14]2)[CH2:10][CH2:9]1, predict the reactants needed to synthesize it. The reactants are: C([N:8]1[CH2:13][CH2:12][C:11]2([CH2:22][C:21]3[C:16](=[CH:17][CH:18]=[CH:19][CH:20]=3)[O:15][CH2:14]2)[CH2:10][CH2:9]1)C1C=CC=CC=1.C(O)(=O)C. (4) The reactants are: [OH:1][Si:2]([CH3:24])([CH3:23])[C:3]1[CH:22]=[CH:21][C:6]([O:7][CH2:8][CH2:9][N:10]2C(=O)C3C(=CC=CC=3)C2=O)=[CH:5][CH:4]=1. Given the product [NH2:10][CH2:9][CH2:8][O:7][C:6]1[CH:21]=[CH:22][C:3]([Si:2]([CH3:24])([CH3:23])[OH:1])=[CH:4][CH:5]=1, predict the reactants needed to synthesize it.